Dataset: Peptide-MHC class I binding affinity with 185,985 pairs from IEDB/IMGT. Task: Regression. Given a peptide amino acid sequence and an MHC pseudo amino acid sequence, predict their binding affinity value. This is MHC class I binding data. (1) The peptide sequence is TTLSLDYAW. The MHC is HLA-B58:01 with pseudo-sequence HLA-B58:01. The binding affinity (normalized) is 0.953. (2) The peptide sequence is MWAQDAAAMF. The MHC is HLA-B45:01 with pseudo-sequence HLA-B45:01. The binding affinity (normalized) is 0.0318. (3) The peptide sequence is RPIFEWIEA. The MHC is HLA-B15:01 with pseudo-sequence HLA-B15:01. The binding affinity (normalized) is 0. (4) The peptide sequence is AMAETGCDA. The MHC is HLA-B44:02 with pseudo-sequence HLA-B44:02. The binding affinity (normalized) is 0.0847. (5) The peptide sequence is FAKINPGEI. The MHC is H-2-Db with pseudo-sequence H-2-Db. The binding affinity (normalized) is 0.539. (6) The peptide sequence is LQDPRVRGLY. The MHC is HLA-A03:01 with pseudo-sequence HLA-A03:01. The binding affinity (normalized) is 0.203. (7) The peptide sequence is EVDPIGHLY. The MHC is HLA-A11:01 with pseudo-sequence HLA-A11:01. The binding affinity (normalized) is 0.250. (8) The peptide sequence is SQQPVQMLY. The MHC is HLA-A24:03 with pseudo-sequence HLA-A24:03. The binding affinity (normalized) is 0.213. (9) The peptide sequence is TLLGLILFV. The MHC is HLA-A02:06 with pseudo-sequence HLA-A02:06. The binding affinity (normalized) is 1.00.